This data is from Reaction yield outcomes from USPTO patents with 853,638 reactions. The task is: Predict the reaction yield, written as a fraction of the theoretical maximum amount of product (1.0 means a 100% yield; for example, 0.34 means a 34% yield). The catalyst is CN(C=O)C. The yield is 0.0900. The reactants are [OH:1][C:2]1[CH:7]=[CH:6][C:5]([C:8]2([C:14]#[N:15])[CH2:13][CH2:12][O:11][CH2:10][CH2:9]2)=[CH:4][CH:3]=1.Cl[CH2:17][CH2:18][CH:19]([N:21]1[CH2:25][CH2:24][CH2:23][CH2:22]1)[CH3:20].C([O-])([O-])=O.[K+].[K+]. The product is [N:21]1([CH:19]([CH3:20])[CH2:18][CH2:17][O:1][C:2]2[CH:7]=[CH:6][C:5]([C:8]3([C:14]#[N:15])[CH2:13][CH2:12][O:11][CH2:10][CH2:9]3)=[CH:4][CH:3]=2)[CH2:25][CH2:24][CH2:23][CH2:22]1.